Task: Predict the reaction yield, written as a fraction of the theoretical maximum amount of product (1.0 means a 100% yield; for example, 0.34 means a 34% yield).. Dataset: Reaction yield outcomes from USPTO patents with 853,638 reactions (1) The product is [CH2:1]([O:8][C:9]([NH:11][C@H:12]1[CH2:16][CH2:15][N:14]([C@H:17]2[CH2:23][CH2:22][C@@H:21]([NH:20][C:25]([O:27][C:28]([CH3:30])([CH3:31])[CH3:29])=[O:26])[CH2:24][C@H:18]2[C:19]([OH:34])=[O:32])[C:13]1=[O:33])=[O:10])[C:2]1[CH:7]=[CH:6][CH:5]=[CH:4][CH:3]=1. The catalyst is C1COCC1. The yield is 0.930. The reactants are [CH2:1]([O:8][C:9]([NH:11][C@H:12]1[CH2:16][CH2:15][N:14]([C@H:17]2[CH2:23][CH2:22][C@@H:21]3[CH2:24][C@H:18]2[C:19](=[O:32])[N:20]3[C:25]([O:27][C:28]([CH3:31])([CH3:30])[CH3:29])=[O:26])[C:13]1=[O:33])=[O:10])[C:2]1[CH:7]=[CH:6][CH:5]=[CH:4][CH:3]=1.[OH2:34].[OH-].[Li+].O. (2) The reactants are [F:1][C:2]1[CH:3]=[C:4]([N+:19]([O-:21])=[O:20])[C:5]([NH:9][C@H:10]([C:12]2[N:17]=[CH:16][C:15]([F:18])=[CH:14][N:13]=2)[CH3:11])=[N:6][C:7]=1F.[CH:22]([O:25][C:26]1[NH:30][N:29]=[C:28]([NH2:31])[CH:27]=1)([CH3:24])[CH3:23]. No catalyst specified. The product is [F:1][C:2]1[C:7]([NH:31][C:28]2[CH:27]=[C:26]([O:25][CH:22]([CH3:24])[CH3:23])[NH:30][N:29]=2)=[N:6][C:5]([NH:9][C@H:10]([C:12]2[N:17]=[CH:16][C:15]([F:18])=[CH:14][N:13]=2)[CH3:11])=[C:4]([N+:19]([O-:21])=[O:20])[CH:3]=1. The yield is 0.420. (3) The reactants are [O:1]1[C:5]([C:6]2[CH:11]=[CH:10][CH:9]=[CH:8][N:7]=2)=[CH:4][N:3]=[CH:2]1.[Li]CCCC.[C:17](Cl)(=[O:27])[CH2:18][CH2:19][CH2:20][CH2:21][CH2:22][CH2:23][CH2:24][CH2:25][CH3:26]. The catalyst is C1COCC1.CCOC(C)=O.[Cl-].[Cl-].[Zn+2]. The product is [N:7]1[CH:8]=[CH:9][CH:10]=[CH:11][C:6]=1[C:5]1[O:1][C:2]([C:17](=[O:27])[CH2:18][CH2:19][CH2:20][CH2:21][CH2:22][CH2:23][CH2:24][CH2:25][CH3:26])=[N:3][CH:4]=1. The yield is 0.400. (4) The reactants are [O:1]1[C:5]2[CH:6]=[CH:7][C:8]([C:10]3([C:13]([OH:15])=O)[CH2:12][CH2:11]3)=[CH:9][C:4]=2[O:3][CH2:2]1.S(Cl)(Cl)=O.[Br:20][C:21]1[N:26]=[CH:25][C:24]([NH2:27])=[CH:23][CH:22]=1. The catalyst is CN(C=O)C.N1C=CC=CC=1. The product is [O:1]1[C:5]2[CH:6]=[CH:7][C:8]([C:10]3([C:13]([NH:27][C:24]4[CH:25]=[N:26][C:21]([Br:20])=[CH:22][CH:23]=4)=[O:15])[CH2:11][CH2:12]3)=[CH:9][C:4]=2[O:3][CH2:2]1. The yield is 0.480. (5) The reactants are [C:1]([OH:20])(=O)[CH2:2][CH2:3][CH2:4][CH2:5][CH2:6][CH2:7][CH2:8]/[CH:9]=[CH:10]/[CH2:11][CH2:12][CH2:13][CH2:14][CH2:15][CH2:16][CH2:17][CH3:18].[S:21]1[CH2:25][CH2:24][NH:23][C:22]1=[S:26].C1CCC(N=C=NC2CCCCC2)CC1.C(Cl)(Cl)(Cl)Cl.C(Cl)(Cl)Cl. The catalyst is CN(C1C=CN=CC=1)C.ClCCl.C1CCC(N=C=NC2CCCCC2)CC1. The product is [C:1]([N:23]1[CH2:24][CH2:25][S:21][C:22]1=[S:26])(=[O:20])[CH2:2][CH2:3][CH2:4][CH2:5][CH2:6][CH2:7][CH2:8]/[CH:9]=[CH:10]/[CH2:11][CH2:12][CH2:13][CH2:14][CH2:15][CH2:16][CH2:17][CH3:18]. The yield is 0.940. (6) The reactants are S(Cl)([Cl:3])=O.[CH3:5][C:6]1[S:10][C:9]2[C:11]([CH2:15]O)=[CH:12][CH:13]=[CH:14][C:8]=2[CH:7]=1. The catalyst is ClCCl. The product is [Cl:3][CH2:15][C:11]1[C:9]2[S:10][C:6]([CH3:5])=[CH:7][C:8]=2[CH:14]=[CH:13][CH:12]=1. The yield is 0.670. (7) The reactants are [CH2:1]([O:8][C:9]1[CH:16]=[CH:15][C:14]([OH:17])=[CH:13][C:10]=1[CH:11]=[O:12])[C:2]1[CH:7]=[CH:6][CH:5]=[CH:4][CH:3]=1.CN(C)C=O.[H-].[Na+].[CH3:25][O:26][CH2:27]Cl. The catalyst is O. The product is [CH2:1]([O:8][C:9]1[CH:16]=[CH:15][C:14]([O:17][CH2:25][O:26][CH3:27])=[CH:13][C:10]=1[CH:11]=[O:12])[C:2]1[CH:3]=[CH:4][CH:5]=[CH:6][CH:7]=1. The yield is 0.520. (8) The reactants are [Cl:1][C:2]1[N:11]2[C:5]([C:6](=[C:16]3[CH2:21][CH2:20][N:19](C(OCC)=O)[CH2:18][CH2:17]3)[C:7]3[CH:15]=[CH:14][CH:13]=[CH:12][C:8]=3[CH2:9][CH2:10]2)=[N:4][CH:3]=1.[OH-].[K+]. The catalyst is C(O)(C)C. The product is [Cl:1][C:2]1[N:11]2[C:5]([C:6](=[C:16]3[CH2:21][CH2:20][NH:19][CH2:18][CH2:17]3)[C:7]3[CH:15]=[CH:14][CH:13]=[CH:12][C:8]=3[CH2:9][CH2:10]2)=[N:4][CH:3]=1. The yield is 0.900.